Task: Predict which catalyst facilitates the given reaction.. Dataset: Catalyst prediction with 721,799 reactions and 888 catalyst types from USPTO The catalyst class is: 70. Product: [CH3:20][O:19][C:16]1[CH:17]=[CH:18][C:13]([C:6]2[CH:7]=[CH:8][C:3]([O:2][CH3:1])=[CH:4][CH:5]=2)=[C:14]([N+:21]([O-:23])=[O:22])[CH:15]=1. Reactant: [CH3:1][O:2][C:3]1[CH:8]=[CH:7][C:6](B(O)O)=[CH:5][CH:4]=1.Cl[C:13]1[CH:18]=[CH:17][C:16]([O:19][CH3:20])=[CH:15][C:14]=1[N+:21]([O-:23])=[O:22].C([O-])([O-])=O.[K+].[K+].CCCCCC.C(OCC)(=O)C.